Dataset: Reaction yield outcomes from USPTO patents with 853,638 reactions. Task: Predict the reaction yield, written as a fraction of the theoretical maximum amount of product (1.0 means a 100% yield; for example, 0.34 means a 34% yield). (1) The reactants are [Br:1][C:2]1[N:6]([CH3:7])[N:5]=[C:4]([NH2:8])[CH:3]=1.CCN(C(C)C)C(C)C.[S:18](Cl)([CH3:21])(=[O:20])=[O:19]. The catalyst is ClCCCl. The product is [Br:1][C:2]1[N:6]([CH3:7])[N:5]=[C:4]([NH:8][S:18]([CH3:21])(=[O:20])=[O:19])[CH:3]=1. The yield is 0.540. (2) The reactants are [F-].C([N+](CCCC)(CCCC)CCCC)CCC.[Si]([O:36][CH2:37][C@H:38]1[CH2:42][O:41][C:40](=[O:43])[N:39]1[C:44]1[CH:49]=[CH:48][N:47]=[C:46]([F:50])[N:45]=1)(C(C)(C)C)(C1C=CC=CC=1)C1C=CC=CC=1. The catalyst is C1COCC1.[Cl-].[Na+]. The product is [F:50][C:46]1[N:45]=[C:44]([N:39]2[C@@H:38]([CH2:37][OH:36])[CH2:42][O:41][C:40]2=[O:43])[CH:49]=[CH:48][N:47]=1. The yield is 0.600. (3) The reactants are [CH3:1][O:2][C:3]1[CH:8]=[CH:7][CH:6]=[CH:5][C:4]=1[N:9]1[CH2:14][CH2:13][N:12]([CH2:15][CH2:16][CH:17]([C:24]([CH:26]2[CH2:31][CH2:30][CH2:29][CH2:28][CH2:27]2)=[O:25])[C:18]2[CH:23]=[CH:22][CH:21]=[CH:20][CH:19]=2)[CH2:11][CH2:10]1.CC(C[Al]CC(C)C)C. The catalyst is C(Cl)Cl. The product is [CH3:1][O:2][C:3]1[CH:8]=[CH:7][CH:6]=[CH:5][C:4]=1[N:9]1[CH2:10][CH2:11][N:12]([CH2:15][CH2:16][CH:17]([C:18]2[CH:23]=[CH:22][CH:21]=[CH:20][CH:19]=2)[CH:24]([CH:26]2[CH2:31][CH2:30][CH2:29][CH2:28][CH2:27]2)[OH:25])[CH2:13][CH2:14]1. The yield is 0.780. (4) The reactants are [OH:1][CH2:2][CH2:3][C:4]1([NH:7][C:8](=[O:14])[O:9][C:10]([CH3:13])([CH3:12])[CH3:11])[CH2:6][CH2:5]1.C(Cl)Cl.[OH2:18].CC#N. The catalyst is O. The product is [C:10]([O:9][C:8]([NH:7][C:4]1([CH2:3][C:2]([OH:18])=[O:1])[CH2:5][CH2:6]1)=[O:14])([CH3:11])([CH3:13])[CH3:12]. The yield is 0.900. (5) The reactants are [Cl:1][C:2]1[CH:3]=[C:4]2[C:9](=[CH:10][CH:11]=1)[CH:8]=[N:7][C:6]([C:12]([O:14]C)=[O:13])=[CH:5]2.[OH-].[K+].O. The catalyst is CCO. The product is [Cl:1][C:2]1[CH:3]=[C:4]2[C:9](=[CH:10][CH:11]=1)[CH:8]=[N:7][C:6]([C:12]([OH:14])=[O:13])=[CH:5]2. The yield is 0.130. (6) The reactants are [F:1][C:2]1[CH:3]=[C:4]([NH:9][C@H:10]2[CH2:13][C@@H:12]([O:14][CH3:15])[CH2:11]2)[C:5]([NH2:8])=[CH:6][CH:7]=1.[C:16]([O:20][C:21]([NH:23][C@@H:24]([CH3:28])[C:25](O)=O)=[O:22])([CH3:19])([CH3:18])[CH3:17].C1C=NC2N(O)N=NC=2C=1.CCN=C=NCCCN(C)C.Cl. The catalyst is C(Cl)Cl. The product is [C:16]([O:20][C:21](=[O:22])[NH:23][C@H:24]([C:25]1[N:9]([C@H:10]2[CH2:11][C@@H:12]([O:14][CH3:15])[CH2:13]2)[C:4]2[CH:3]=[C:2]([F:1])[CH:7]=[CH:6][C:5]=2[N:8]=1)[CH3:28])([CH3:19])([CH3:18])[CH3:17]. The yield is 0.570. (7) The catalyst is CC#N.O. The reactants are Br[CH2:2][CH2:3][CH2:4][CH2:5][O:6][C:7]1[CH:16]=[C:15]2[C:10]([CH2:11][CH2:12][NH:13][C:14]2=[O:17])=[CH:9][CH:8]=1.[Na+].[I-].[Cl:20][C:21]1[C:26]([Cl:27])=[CH:25][CH:24]=[CH:23][C:22]=1[N:28]1[CH2:34][CH2:33][CH2:32][N:31](CCCCOC2C=C3C(CCC(=O)N3)=CC=2)[CH2:30][CH2:29]1.C([O-])([O-])=O.[K+].[K+]. The yield is 0.680. The product is [Cl:20][C:21]1[C:26]([Cl:27])=[CH:25][CH:24]=[CH:23][C:22]=1[N:28]1[CH2:34][CH2:33][CH2:32][N:31]([CH2:2][CH2:3][CH2:4][CH2:5][O:6][C:7]2[CH:16]=[C:15]3[C:10]([CH2:11][CH2:12][NH:13][C:14]3=[O:17])=[CH:9][CH:8]=2)[CH2:30][CH2:29]1. (8) The reactants are [NH2:1][C:2]1[CH:7]=[C:6]([CH3:8])[C:5](Br)=[CH:4][N:3]=1.[C:10]([O:14][CH2:15][CH3:16])(=[O:13])[CH:11]=[CH2:12].CCN(C(C)C)C(C)C.C1(C)C=CC=CC=1P(C1C=CC=CC=1C)C1C=CC=CC=1C. The catalyst is C(#N)CC.C([O-])(=O)C.[Pd+2].C([O-])(=O)C. The product is [NH2:1][C:2]1[N:3]=[CH:4][C:5](/[CH:12]=[CH:11]/[C:10]([O:14][CH2:15][CH3:16])=[O:13])=[C:6]([CH3:8])[CH:7]=1. The yield is 0.590.